This data is from Peptide-MHC class I binding affinity with 185,985 pairs from IEDB/IMGT. The task is: Regression. Given a peptide amino acid sequence and an MHC pseudo amino acid sequence, predict their binding affinity value. This is MHC class I binding data. The peptide sequence is SLMSRVVYK. The MHC is HLA-A69:01 with pseudo-sequence HLA-A69:01. The binding affinity (normalized) is 0.0847.